Dataset: Peptide-MHC class I binding affinity with 185,985 pairs from IEDB/IMGT. Task: Regression. Given a peptide amino acid sequence and an MHC pseudo amino acid sequence, predict their binding affinity value. This is MHC class I binding data. (1) The peptide sequence is KRWAFRTGV. The MHC is HLA-A26:01 with pseudo-sequence HLA-A26:01. The binding affinity (normalized) is 0.0847. (2) The peptide sequence is SSSHWLRLPR. The MHC is HLA-A11:01 with pseudo-sequence HLA-A11:01. The binding affinity (normalized) is 0.647. (3) The peptide sequence is FISDNKKEY. The MHC is HLA-A11:01 with pseudo-sequence HLA-A11:01. The binding affinity (normalized) is 0. (4) The peptide sequence is RRVRRRVLV. The MHC is HLA-A24:03 with pseudo-sequence HLA-A24:03. The binding affinity (normalized) is 0.213. (5) The peptide sequence is CFANKHAGF. The MHC is HLA-A01:01 with pseudo-sequence HLA-A01:01. The binding affinity (normalized) is 0. (6) The peptide sequence is KTIISEEYL. The MHC is HLA-A02:03 with pseudo-sequence HLA-A02:03. The binding affinity (normalized) is 0.343.